From a dataset of Catalyst prediction with 721,799 reactions and 888 catalyst types from USPTO. Predict which catalyst facilitates the given reaction. (1) Reactant: Cl.[CH2:2]([O:4][C:5]([C:7]1[CH:12]=[CH:11][N:10]2[C:13]([C:16]([OH:18])=O)=[CH:14][N:15]=[C:9]2[CH:8]=1)=[O:6])[CH3:3].C(N(CC)CC)C.ClC1C=C(Cl)C=C(Cl)C=1C(Cl)=O.[CH2:38]([C:40]1[C:48]2[C:47]([NH2:49])=[CH:46][CH:45]=[CH:44][C:43]=2[N:42]([CH2:50][C:51]2[CH:56]=[CH:55][CH:54]=[C:53]([CH3:57])[N:52]=2)[N:41]=1)[CH3:39]. Product: [CH2:38]([C:40]1[C:48]2[C:43](=[CH:44][CH:45]=[CH:46][C:47]=2[NH:49][C:16]([C:13]2[N:10]3[CH:11]=[CH:12][C:7]([C:5]([O:4][CH2:2][CH3:3])=[O:6])=[CH:8][C:9]3=[N:15][CH:14]=2)=[O:18])[N:42]([CH2:50][C:51]2[CH:56]=[CH:55][CH:54]=[C:53]([CH3:57])[N:52]=2)[N:41]=1)[CH3:39]. The catalyst class is: 37. (2) Reactant: [CH:1]1([S:4]([NH:7][C:8]2[C:33]([NH:34][C:35]3[CH:40]=[CH:39][C:38]([I:41])=[CH:37][C:36]=3[F:42])=[CH:32][C:31]([F:43])=[CH:30][C:9]=2[O:10][C:11]2[CH:12]=[C:13]([CH:27]=[CH:28][CH:29]=2)[CH2:14][NH:15][S:16]([NH:19]C(=O)OC(C)(C)C)(=[O:18])=[O:17])(=[O:6])=[O:5])[CH2:3][CH2:2]1.C(O)(C(F)(F)F)=O. Product: [F:43][C:31]1[CH:30]=[C:9]([O:10][C:11]2[CH:29]=[CH:28][CH:27]=[C:13]([CH2:14][NH:15][S:16](=[O:18])(=[O:17])[NH2:19])[CH:12]=2)[C:8]([NH:7][S:4]([CH:1]2[CH2:2][CH2:3]2)(=[O:5])=[O:6])=[C:33]([NH:34][C:35]2[CH:40]=[CH:39][C:38]([I:41])=[CH:37][C:36]=2[F:42])[CH:32]=1. The catalyst class is: 2. (3) Reactant: [Cl:1][C:2]1[CH:3]=[C:4]2[C:9](=[C:10]([Cl:12])[CH:11]=1)[CH2:8][N:7]([CH3:13])[CH2:6][CH:5]2[C:14]1[CH:15]=[C:16]([CH:22]=[CH:23][CH:24]=1)[C:17]([O:19]CC)=[O:18].[OH-].[K+]. Product: [Cl:1][C:2]1[CH:3]=[C:4]2[C:9](=[C:10]([Cl:12])[CH:11]=1)[CH2:8][N:7]([CH3:13])[CH2:6][CH:5]2[C:14]1[CH:15]=[C:16]([CH:22]=[CH:23][CH:24]=1)[C:17]([OH:19])=[O:18]. The catalyst class is: 5.